Dataset: Forward reaction prediction with 1.9M reactions from USPTO patents (1976-2016). Task: Predict the product of the given reaction. (1) Given the reactants [C:1]([C:3]1[CH:8]=[CH:7][C:6]([C@H:9]([C:14]2[CH:19]=[CH:18][C:17]([F:20])=[C:16]([F:21])[CH:15]=2)[CH2:10][C:11](O)=[O:12])=[CH:5][CH:4]=1)#[N:2].[NH2:22][C:23]1[CH:24]=[N:25][CH:26]=[C:27]([F:54])[C:28]=1[CH2:29][CH2:30][C@H:31]1[O:36][CH2:35][C@H:34]([CH2:37][O:38][C:39]([NH:41][CH2:42][C:43]([F:46])([F:45])[F:44])=[O:40])[N:33]([C:47]([O:49][C:50]([CH3:53])([CH3:52])[CH3:51])=[O:48])[CH2:32]1.O=P(Cl)(Cl)Cl, predict the reaction product. The product is: [C:1]([C:3]1[CH:8]=[CH:7][C:6]([C@H:9]([C:14]2[CH:19]=[CH:18][C:17]([F:20])=[C:16]([F:21])[CH:15]=2)[CH2:10][C:11]([NH:22][C:23]2[CH:24]=[N:25][CH:26]=[C:27]([F:54])[C:28]=2[CH2:29][CH2:30][C@H:31]2[O:36][CH2:35][C@@H:34]([CH2:37][O:38][C:39](=[O:40])[NH:41][CH2:42][C:43]([F:46])([F:44])[F:45])[N:33]([C:47]([O:49][C:50]([CH3:51])([CH3:53])[CH3:52])=[O:48])[CH2:32]2)=[O:12])=[CH:5][CH:4]=1)#[N:2]. (2) Given the reactants [CH:1]1([C:7]2[CH:14]=[CH:13][C:10]([CH2:11]O)=[CH:9][C:8]=2[C:15]([F:18])([F:17])[F:16])[CH2:6][CH2:5][CH2:4][CH2:3][CH2:2]1.S(Cl)([Cl:21])=O, predict the reaction product. The product is: [CH:1]1([C:7]2[CH:14]=[CH:13][C:10]([CH2:11][Cl:21])=[CH:9][C:8]=2[C:15]([F:18])([F:17])[F:16])[CH2:6][CH2:5][CH2:4][CH2:3][CH2:2]1. (3) Given the reactants [F:1][C:2]1[CH:7]=[CH:6][C:5]([C:8]2[N:9]=[CH:10][N:11]3[CH2:16][CH2:15][N:14](C(OC(C)(C)C)=O)[CH2:13][C:12]=23)=[CH:4][CH:3]=1, predict the reaction product. The product is: [F:1][C:2]1[CH:3]=[CH:4][C:5]([C:8]2[N:9]=[CH:10][N:11]3[CH2:16][CH2:15][NH:14][CH2:13][C:12]=23)=[CH:6][CH:7]=1. (4) Given the reactants C(O[C:4](=[O:19])[CH:5]([NH:11][C:12](=[O:18])[CH2:13][C:14]([CH3:17])([CH3:16])[CH3:15])[C:6]([O:8]CC)=O)C.Cl.[CH3:21][CH:22]1[CH2:27][CH2:26][CH2:25][NH:24][C:23]1=[NH:28].CC(C)([O-])C.[Na+], predict the reaction product. The product is: [OH:8][C:6]1[N:28]=[C:23]2[CH:22]([CH3:21])[CH2:27][CH2:26][CH2:25][N:24]2[C:4](=[O:19])[C:5]=1[NH:11][C:12](=[O:18])[CH2:13][C:14]([CH3:15])([CH3:16])[CH3:17]. (5) Given the reactants Cl[CH:2]1[CH2:7][CH2:6][CH2:5][CH2:4][C:3]1=O.[C:9]([NH:12][C:13]([NH2:15])=[NH:14])(=[O:11])[CH3:10], predict the reaction product. The product is: [NH:14]1[C:3]2[CH2:4][CH2:5][CH2:6][CH2:7][C:2]=2[N:15]=[C:13]1[NH:12][C:9](=[O:11])[CH3:10]. (6) Given the reactants C[O:2][C:3](=[O:31])[C:4]1[CH:9]=[C:8]([C:10]2[O:11][CH:12]=[CH:13][N:14]=2)[CH:7]=[C:6]([N:15]([C:21]([O:23][CH2:24][C:25]2[CH:30]=[CH:29][CH:28]=[CH:27][CH:26]=2)=[O:22])[CH2:16][CH2:17][CH2:18][CH:19]=[CH2:20])[CH:5]=1.[OH-].[Na+].Cl, predict the reaction product. The product is: [CH2:24]([O:23][C:21]([N:15]([CH2:16][CH2:17][CH2:18][CH:19]=[CH2:20])[C:6]1[CH:5]=[C:4]([CH:9]=[C:8]([C:10]2[O:11][CH:12]=[CH:13][N:14]=2)[CH:7]=1)[C:3]([OH:31])=[O:2])=[O:22])[C:25]1[CH:26]=[CH:27][CH:28]=[CH:29][CH:30]=1. (7) The product is: [Br:21][C:5]1[CH:6]=[C:7]([CH3:8])[C:2]([F:1])=[CH:3][C:4]=1[O:10][CH3:11]. Given the reactants [F:1][C:2]1[C:7]([CH3:8])=[CH:6][C:5](N)=[C:4]([O:10][CH3:11])[CH:3]=1.N([O-])=O.[Na+].S(=O)(=O)(O)O.[BrH:21], predict the reaction product. (8) Given the reactants C[C:2]1[C:3](=[O:24])[N:4]([CH:21]([CH3:23])[CH3:22])[N:5]=[C:6]([C:8]2[C:9]([C:15]3[CH:20]=[CH:19][CH:18]=[CH:17][CH:16]=3)=[N:10][C:11]([NH2:14])=[CH:12][CH:13]=2)[CH:7]=1.[Cl:25]N1C(=O)CCC1=O.O.CCOC(C)=O, predict the reaction product. The product is: [NH2:14][C:11]1[N:10]=[C:9]([C:15]2[CH:20]=[CH:19][CH:18]=[CH:17][CH:16]=2)[C:8]([C:6]2[CH:7]=[CH:2][C:3](=[O:24])[N:4]([CH:21]([CH3:23])[CH3:22])[N:5]=2)=[CH:13][C:12]=1[Cl:25]. (9) Given the reactants [Cl:1][C:2]1[CH:7]=[CH:6][C:5]([C:8]2[C:17](=[O:18])[C:16]3[C:11](=[CH:12][C:13]([O:19]C(=O)C(C)C)=[CH:14][CH:15]=3)[O:10][C:9]=2[CH:25]([CH3:27])[CH3:26])=[CH:4][CH:3]=1.[OH-].[K+], predict the reaction product. The product is: [Cl:1][C:2]1[CH:3]=[CH:4][C:5]([C:8]2[C:17](=[O:18])[C:16]3[C:11](=[CH:12][C:13]([OH:19])=[CH:14][CH:15]=3)[O:10][C:9]=2[CH:25]([CH3:27])[CH3:26])=[CH:6][CH:7]=1.